This data is from Forward reaction prediction with 1.9M reactions from USPTO patents (1976-2016). The task is: Predict the product of the given reaction. (1) The product is: [CH3:7][NH:6][C:4]([C:3]1[C:2]([C:28]2[CH:29]=[CH:30][CH:31]=[CH:32][C:27]=2[CH3:34])=[CH:11][C:10]([N:12]2[CH2:17][CH2:16][N:15]([CH3:18])[CH2:14][CH2:13]2)=[CH:9][CH:8]=1)=[O:5]. Given the reactants Cl[C:2]1[CH:11]=[C:10]([N:12]2[CH2:17][CH2:16][N:15]([CH3:18])[CH2:14][CH2:13]2)[CH:9]=[CH:8][C:3]=1[C:4]([NH:6][CH3:7])=[O:5].CN(C)CCN(C)C.[C:27]1([CH3:34])[CH:32]=[CH:31][CH:30]=[CH:29][C:28]=1[Li].C([Li])(C)(C)C.BrC1C=CC=CC=1C, predict the reaction product. (2) Given the reactants [CH3:1][C:2]1[CH:7]=[C:6]([N+:8]([O-:10])=[O:9])[CH:5]=[CH:4][C:3]=1[C:11]1[CH2:16][CH2:15][N:14](C(OC(C)(C)C)=O)[CH2:13][CH:12]=1.[ClH:24], predict the reaction product. The product is: [ClH:24].[CH3:1][C:2]1[CH:7]=[C:6]([N+:8]([O-:10])=[O:9])[CH:5]=[CH:4][C:3]=1[C:11]1[CH2:16][CH2:15][NH:14][CH2:13][CH:12]=1. (3) The product is: [CH3:1][C:2]1[CH:14]=[C:13]([O:15][C:16]2[CH:21]=[CH:20][CH:19]=[CH:18][CH:17]=2)[CH:12]=[CH:11][C:3]=1[C:4]([OH:6])=[O:5]. Given the reactants [CH3:1][C:2]1[CH:14]=[C:13]([O:15][C:16]2[CH:21]=[CH:20][CH:19]=[CH:18][CH:17]=2)[CH:12]=[CH:11][C:3]=1[C:4]([O:6]C(C)(C)C)=[O:5].FC(F)(F)C(O)=O, predict the reaction product. (4) Given the reactants C(N(CC)CC)C.[C:8](Cl)(=[O:10])[CH3:9].Cl.[CH3:13][O:14][C:15]1[N:20]=[CH:19][C:18]([N:21]2[C:25]([C:26]3[CH:31]=[CH:30][CH:29]=[CH:28][N:27]=3)=[CH:24][C:23]([C:32]([N:34]3[CH2:39][CH2:38][NH:37][CH2:36][CH2:35]3)=[O:33])=[N:22]2)=[CH:17][CH:16]=1, predict the reaction product. The product is: [CH3:13][O:14][C:15]1[N:20]=[CH:19][C:18]([N:21]2[C:25]([C:26]3[CH:31]=[CH:30][CH:29]=[CH:28][N:27]=3)=[CH:24][C:23]([C:32]([N:34]3[CH2:39][CH2:38][N:37]([C:8](=[O:10])[CH3:9])[CH2:36][CH2:35]3)=[O:33])=[N:22]2)=[CH:17][CH:16]=1. (5) Given the reactants Cl[C:2]1[C:7]([C:8]2[CH:13]=[CH:12][CH:11]=[CH:10][CH:9]=2)=[CH:6][N:5]2[N:14]=[C:15]([CH2:17][CH3:18])[N:16]=[C:4]2[N:3]=1.[CH:19]([C:21]1[CH:26]=[CH:25][C:24](B(O)O)=[CH:23][CH:22]=1)=[O:20].C(=O)([O-])[O-].[Na+].[Na+], predict the reaction product. The product is: [CH2:17]([C:15]1[N:16]=[C:4]2[N:3]=[C:2]([C:24]3[CH:25]=[CH:26][C:21]([CH:19]=[O:20])=[CH:22][CH:23]=3)[C:7]([C:8]3[CH:13]=[CH:12][CH:11]=[CH:10][CH:9]=3)=[CH:6][N:5]2[N:14]=1)[CH3:18].